From a dataset of Forward reaction prediction with 1.9M reactions from USPTO patents (1976-2016). Predict the product of the given reaction. (1) Given the reactants [OH:1][C:2]1[CH:7]=[C:6]([CH3:8])[O:5][C:4](=[O:9])[CH:3]=1.[C:10](OC(=O)C)(=[O:12])[CH3:11].S(=O)(=O)(O)O.C(OCC)(=O)C.CCCCCCC, predict the reaction product. The product is: [C:10]([O:1][C:2]1[CH:7]=[C:6]([CH3:8])[O:5][C:4](=[O:9])[CH:3]=1)(=[O:12])[CH3:11]. (2) Given the reactants [CH3:1][S:2]([C:5]1[CH:10]=[CH:9][C:8]([CH:11]([CH2:15][CH:16]2[CH2:21][CH2:20][CH2:19][CH2:18][O:17]2)[C:12]([OH:14])=O)=[CH:7][CH:6]=1)(=[O:4])=[O:3].F[P-](F)(F)(F)(F)F.N1(O[P+](N(C)C)(N(C)C)N(C)C)C2C=CC=CC=2N=N1.[NH2:49][C:50]1[S:51][CH:52]=[CH:53][N:54]=1.C(N(CC)CC)C, predict the reaction product. The product is: [CH3:1][S:2]([C:5]1[CH:6]=[CH:7][C:8]([CH:11]([CH2:15][CH:16]2[CH2:21][CH2:20][CH2:19][CH2:18][O:17]2)[C:12]([NH:49][C:50]2[S:51][CH:52]=[CH:53][N:54]=2)=[O:14])=[CH:9][CH:10]=1)(=[O:3])=[O:4]. (3) Given the reactants [CH:1]([C:4]1[C:8]([CH2:9][CH2:10][CH2:11][OH:12])=[CH:7][N:6]([C:13]2[CH:18]=[CH:17][C:16]([C:19]([F:22])([F:21])[F:20])=[CH:15][N:14]=2)[N:5]=1)([CH3:3])[CH3:2].[CH2:23]([N:25]1[CH:29]=[C:28]([CH2:30][C:31]([O:33]C)=[O:32])[C:27](O)=[N:26]1)[CH3:24].C(P(CCCC)CCCC)CCC.N(C(N1CCCCC1)=O)=NC(N1CCCCC1)=O, predict the reaction product. The product is: [CH2:23]([N:25]1[CH:29]=[C:28]([CH2:30][C:31]([OH:33])=[O:32])[C:27]([O:12][CH2:11][CH2:10][CH2:9][C:8]2[C:4]([CH:1]([CH3:3])[CH3:2])=[N:5][N:6]([C:13]3[CH:18]=[CH:17][C:16]([C:19]([F:21])([F:20])[F:22])=[CH:15][N:14]=3)[CH:7]=2)=[N:26]1)[CH3:24]. (4) Given the reactants C[O:2][C:3]([C:5]1[N:6]=[N:7][C:8]([C:11]2[CH:16]=[CH:15][C:14]([C:17]([F:20])([F:19])[F:18])=[CH:13][CH:12]=2)=[CH:9][CH:10]=1)=O.CC(C[AlH]CC(C)C)C, predict the reaction product. The product is: [F:20][C:17]([F:18])([F:19])[C:14]1[CH:13]=[CH:12][C:11]([C:8]2[N:7]=[N:6][C:5]([CH2:3][OH:2])=[CH:10][CH:9]=2)=[CH:16][CH:15]=1. (5) Given the reactants [CH3:1][N:2]([C:7]1[C:15]2[C:10](=[CH:11][CH:12]=[C:13]([N+:16]([O-:18])=[O:17])[CH:14]=2)[NH:9][N:8]=1)[CH2:3][C:4]([OH:6])=O.C(Cl)CCl.C1C=CC2N(O)N=NC=2C=1.C[CH2:34][N:35](CC)[CH2:36]C.CNC, predict the reaction product. The product is: [CH3:34][N:35]([CH3:36])[C:4](=[O:6])[CH2:3][N:2]([CH3:1])[C:7]1[C:15]2[C:10](=[CH:11][CH:12]=[C:13]([N+:16]([O-:18])=[O:17])[CH:14]=2)[NH:9][N:8]=1. (6) Given the reactants [C:1]([C:3]1[CH:4]=[C:5]([CH:9]=[CH:10][C:11]=1[O:12][CH:13]([CH3:15])[CH3:14])[C:6]([OH:8])=O)#[N:2].C(Cl)CCl.C1C=CC2N(O)N=NC=2C=1.O[NH:31][C:32](=[NH:50])[C:33]1[CH:41]=[CH:40][CH:39]=[C:38]2[C:34]=1[CH:35]=[CH:36][N:37]2[CH2:42][CH2:43][CH2:44][C:45]([O:47][CH2:48][CH3:49])=[O:46], predict the reaction product. The product is: [C:1]([C:3]1[CH:4]=[C:5]([C:6]2[O:8][N:50]=[C:32]([C:33]3[CH:41]=[CH:40][CH:39]=[C:38]4[C:34]=3[CH:35]=[CH:36][N:37]4[CH2:42][CH2:43][CH2:44][C:45]([O:47][CH2:48][CH3:49])=[O:46])[N:31]=2)[CH:9]=[CH:10][C:11]=1[O:12][CH:13]([CH3:15])[CH3:14])#[N:2].